Task: Predict the reactants needed to synthesize the given product.. Dataset: Full USPTO retrosynthesis dataset with 1.9M reactions from patents (1976-2016) Given the product [O:25]1[CH2:24][CH2:23][O:22][CH:21]1[C:19]1[CH:20]=[C:11]2[C:10]([CH2:9][CH2:8][C:7]3[CH:6]=[CH:5][N:4]=[CH:3][CH:2]=3)=[CH:15][CH:14]=[C:13]([O:16][CH3:17])[N:12]2[N:18]=1, predict the reactants needed to synthesize it. The reactants are: Cl[C:2]1[CH:3]=[N:4][CH:5]=[C:6](Cl)[C:7]=1[CH:8]=[CH:9][C:10]1[C:11]2[N:12]([N:18]=[C:19]([CH:21]3[O:25][CH2:24][CH2:23][O:22]3)[CH:20]=2)[C:13]([O:16][CH3:17])=[CH:14][CH:15]=1.C(N(CC)CC)C.